This data is from Forward reaction prediction with 1.9M reactions from USPTO patents (1976-2016). The task is: Predict the product of the given reaction. Given the reactants Cl[C:2]1[C:7]([N+:8]([O-:10])=[O:9])=[CH:6][CH:5]=[CH:4][N:3]=1.[N:11]1[CH:16]=[CH:15][C:14]([C:17]([O:19][CH2:20][CH3:21])=[O:18])=[CH:13][CH:12]=1.C(=O)([O-])[O-].[K+].[K+].O, predict the reaction product. The product is: [N+:8]([C:7]1[C:2]([N:11]2[CH2:16][CH2:15][CH:14]([C:17]([O:19][CH2:20][CH3:21])=[O:18])[CH2:13][CH2:12]2)=[N:3][CH:4]=[CH:5][CH:6]=1)([O-:10])=[O:9].